Task: Predict the reactants needed to synthesize the given product.. Dataset: Full USPTO retrosynthesis dataset with 1.9M reactions from patents (1976-2016) (1) Given the product [CH3:22][N:11]([CH2:10][C:2]1[N:3]([CH2:24][CH2:25][CH2:26][N:27]2[CH2:32][CH2:31][N:30]([C:33]([O:35][C:36]([CH3:37])([CH3:39])[CH3:38])=[O:34])[CH2:29][CH2:28]2)[C:4]2[CH:9]=[CH:8][CH:7]=[CH:6][C:5]=2[N:1]=1)[CH:12]1[C:21]2[N:20]=[CH:19][CH:18]=[CH:17][C:16]=2[CH2:15][CH2:14][CH2:13]1, predict the reactants needed to synthesize it. The reactants are: [NH:1]1[C:5]2[CH:6]=[CH:7][CH:8]=[CH:9][C:4]=2[N:3]=[C:2]1[CH2:10][N:11]([CH3:22])[CH:12]1[C:21]2[N:20]=[CH:19][CH:18]=[CH:17][C:16]=2[CH2:15][CH2:14][CH2:13]1.Cl[CH2:24][CH2:25][CH2:26][N:27]1[CH2:32][CH2:31][N:30]([C:33]([O:35][C:36]([CH3:39])([CH3:38])[CH3:37])=[O:34])[CH2:29][CH2:28]1.CN(CC1N(CCN2CCCCC2)C2C=CC=CC=2N=1)C1C2N=CC=CC=2CCC1. (2) Given the product [Br:18][C:14]1[C:9]([C:3]2[CH:4]=[CH:5][C:6]([F:8])=[CH:7][C:2]=2[F:1])=[C:10]([CH3:17])[C:11](=[O:16])[O:12][C:13]=1[CH3:15], predict the reactants needed to synthesize it. The reactants are: [F:1][C:2]1[CH:7]=[C:6]([F:8])[CH:5]=[CH:4][C:3]=1[C:9]1[CH:14]=[C:13]([CH3:15])[O:12][C:11](=[O:16])[C:10]=1[CH3:17].[Br:18]N1C(=O)CCC1=O. (3) Given the product [Br:18][CH2:6][C:7]1[CH:11]=[C:10]([C:12]2[N:17]=[CH:16][CH:15]=[CH:14][N:13]=2)[O:9][N:8]=1, predict the reactants needed to synthesize it. The reactants are: CS(O[CH2:6][C:7]1[CH:11]=[C:10]([C:12]2[N:17]=[CH:16][CH:15]=[CH:14][N:13]=2)[O:9][N:8]=1)(=O)=O.[Br-:18].[Li+].O. (4) Given the product [F:1][C:2]1([F:10])[CH2:7][CH2:6][CH:5]([CH2:8][NH2:9])[CH2:4][CH2:3]1, predict the reactants needed to synthesize it. The reactants are: [F:1][C:2]1([F:10])[CH2:7][CH2:6][CH:5]([C:8]#[N:9])[CH2:4][CH2:3]1.[H][H]. (5) Given the product [C:27]1([C:2]2[C:11]3[C:6](=[CH:7][N:8]=[CH:9][CH:10]=3)[C:5]3[CH:12]=[CH:13][CH:14]=[C:15]([C:16]4[NH:20][CH:19]=[N:18][N:17]=4)[C:4]=3[N:3]=2)[CH:32]=[CH:31][CH:30]=[CH:29][CH:28]=1, predict the reactants needed to synthesize it. The reactants are: Cl[C:2]1[C:11]2[C:6](=[CH:7][N:8]=[CH:9][CH:10]=2)[C:5]2[CH:12]=[CH:13][CH:14]=[C:15]([C:16]3[NH:20][CH:19]=[N:18][N:17]=3)[C:4]=2[N:3]=1.C(=O)([O-])[O-].[Cs+].[Cs+].[C:27]1(B(O)O)[CH:32]=[CH:31][CH:30]=[CH:29][CH:28]=1.O. (6) Given the product [F:47][C:24]1[CH:25]=[C:26]([OH:29])[CH:27]=[CH:28][C:23]=1[CH2:22][NH:21][C:20]([N:17]1[CH2:16][CH2:15][CH:14]([NH:13][C:10]2[CH:9]=[CH:8][C:7]([CH2:6][CH2:5][NH:4][CH2:77][C@H:75]([OH:76])[CH2:74][O:73][C:69]3[CH:70]=[CH:71][CH:72]=[C:67]([OH:66])[CH:68]=3)=[CH:12][CH:11]=2)[CH2:19][CH2:18]1)=[O:48], predict the reactants needed to synthesize it. The reactants are: C(O[NH:4][CH2:5][CH2:6][C:7]1[CH:12]=[CH:11][C:10]([NH:13][CH:14]2[CH2:19][CH2:18][N:17]([C:20](=[O:48])[NH:21][CH2:22][C:23]3[CH:28]=[CH:27][C:26]([O:29][Si](C(C)(C)C)(C4C=CC=CC=4)C4C=CC=CC=4)=[CH:25][C:24]=3[F:47])[CH2:16][CH2:15]2)=[CH:9][CH:8]=1)=O.C([Si]([O:66][C:67]1[CH:72]=[CH:71][CH:70]=[C:69]([O:73][CH2:74][CH:75]2[CH2:77][O:76]2)[CH:68]=1)(C1C=CC=CC=1)C1C=CC=CC=1)(C)(C)C. (7) Given the product [CH3:1][NH:2][C:3]1[N:8]=[C:7]([CH2:9][CH2:10][O:11][C:12]2[CH:17]=[CH:16][C:15]([CH2:18][CH:19]([C:26]3[S:27][CH:28]=[CH:29][N:30]=3)[CH2:20][C:21]([OH:23])=[O:22])=[CH:14][CH:13]=2)[CH:6]=[CH:5][CH:4]=1, predict the reactants needed to synthesize it. The reactants are: [CH3:1][NH:2][C:3]1[N:8]=[C:7]([CH2:9][CH2:10][O:11][C:12]2[CH:17]=[CH:16][C:15]([CH2:18][CH:19]([C:26]3[S:27][CH:28]=[CH:29][N:30]=3)[CH2:20][C:21]([O:23]CC)=[O:22])=[CH:14][CH:13]=2)[CH:6]=[CH:5][CH:4]=1.[Li+].[OH-]. (8) Given the product [CH3:1][O:2][C:3]1[CH:4]=[C:5]([NH:13][NH2:14])[CH:6]=[C:7]([C:9]([F:11])([F:10])[F:12])[CH:8]=1, predict the reactants needed to synthesize it. The reactants are: [CH3:1][O:2][C:3]1[CH:4]=[C:5]([NH2:13])[CH:6]=[C:7]([C:9]([F:12])([F:11])[F:10])[CH:8]=1.[N:14]([O-])=O.[Na+].[Sn](Cl)Cl.[OH-].[Na+]. (9) Given the product [N+:42]([C:39]1[CH:38]=[CH:37][C:36]([C:33]2[CH:32]=[C:31]3[C:30]([CH2:29][N:50]([C@@H:51]4[CH2:55][CH2:54][CH2:53][C@@H:52]4[C:56]([O:58][CH3:59])=[O:57])[C:45]3=[O:47])=[CH:35][CH:34]=2)=[CH:41][CH:40]=1)([O-:44])=[O:43], predict the reactants needed to synthesize it. The reactants are: CC(C)[C@H](N1CC2C(=CC(C3C=CC([N+]([O-])=O)=CC=3)=CC=2)C1=O)C(OC)=O.Br[CH2:29][C:30]1[CH:35]=[CH:34][C:33]([C:36]2[CH:41]=[CH:40][C:39]([N+:42]([O-:44])=[O:43])=[CH:38][CH:37]=2)=[CH:32][C:31]=1[C:45]([O:47]C)=O.Cl.[NH2:50][C@@H:51]1[CH2:55][CH2:54][CH2:53][C@@H:52]1[C:56]([O:58][CH3:59])=[O:57]. (10) The reactants are: [OH-].[Na+].[OH:3][C:4]1([CH2:22][N:23]([CH3:34])[C:24]2[CH:33]=[CH:32][C:27]([C:28]([O:30]C)=[O:29])=[CH:26][CH:25]=2)[CH2:9][CH2:8][N:7]([CH2:10][CH2:11][C:12]2[CH:17]=[CH:16][C:15]([S:18]([CH3:21])(=[O:20])=[O:19])=[CH:14][CH:13]=2)[CH2:6][CH2:5]1. Given the product [OH:3][C:4]1([CH2:22][N:23]([CH3:34])[C:24]2[CH:25]=[CH:26][C:27]([C:28]([OH:30])=[O:29])=[CH:32][CH:33]=2)[CH2:9][CH2:8][N:7]([CH2:10][CH2:11][C:12]2[CH:13]=[CH:14][C:15]([S:18]([CH3:21])(=[O:19])=[O:20])=[CH:16][CH:17]=2)[CH2:6][CH2:5]1, predict the reactants needed to synthesize it.